This data is from Forward reaction prediction with 1.9M reactions from USPTO patents (1976-2016). The task is: Predict the product of the given reaction. (1) Given the reactants [H-].[Na+].[Cl:3][C:4]1[C:9]([C:10]2[CH:15]=[CH:14][CH:13]=[CH:12][CH:11]=2)=[N:8][N:7]=[C:6]2[NH:16][N:17]=[C:18]([C:19]([F:22])([F:21])[F:20])[C:5]=12.Cl[CH2:24][C:25]([N:27]1[CH2:31][CH2:30][CH2:29][CH2:28]1)=[O:26].O, predict the reaction product. The product is: [Cl:3][C:4]1[C:9]([C:10]2[CH:11]=[CH:12][CH:13]=[CH:14][CH:15]=2)=[N:8][N:7]=[C:6]2[N:16]([CH2:24][C:25]([N:27]3[CH2:31][CH2:30][CH2:29][CH2:28]3)=[O:26])[N:17]=[C:18]([C:19]([F:22])([F:20])[F:21])[C:5]=12. (2) Given the reactants C([NH:4][C:5]1[C:14]([N+:15]([O-:17])=[O:16])=[CH:13][C:8]([C:9]([O:11][CH3:12])=[O:10])=[C:7]([O:18][CH3:19])[CH:6]=1)(=O)C.Cl.[CH2:21](O)C, predict the reaction product. The product is: [NH2:4][C:5]1[C:14]([N+:15]([O-:17])=[O:16])=[CH:13][C:8]([C:9]([O:11][CH2:12][CH3:21])=[O:10])=[C:7]([O:18][CH3:19])[CH:6]=1. (3) Given the reactants [F:1][C:2]1[CH:29]=[C:28]([F:30])[CH:27]=[CH:26][C:3]=1[O:4][C:5]1[CH:10]=[CH:9][C:8]([N+:11]([O-:13])=[O:12])=[CH:7][C:6]=1[C:14]1[C:22]2[C:17](=[C:18]([O:23]C)[N:19]=[CH:20][CH:21]=2)[N:16]([CH3:25])[CH:15]=1.Cl, predict the reaction product. The product is: [F:1][C:2]1[CH:29]=[C:28]([F:30])[CH:27]=[CH:26][C:3]=1[O:4][C:5]1[CH:10]=[CH:9][C:8]([N+:11]([O-:13])=[O:12])=[CH:7][C:6]=1[C:14]1[C:22]2[CH:21]=[CH:20][NH:19][C:18](=[O:23])[C:17]=2[N:16]([CH3:25])[CH:15]=1. (4) Given the reactants F[C:2]1[CH:3]=[CH:4][C:5]([CH:8]=O)=[N:6][CH:7]=1.[NH:10]1[CH2:15][CH2:14][CH2:13][CH2:12][CH2:11]1.[NH2:16][C:17]1[C:22]([NH2:23])=[C:21]([C:24]2[CH:29]=[CH:28][C:27]([CH2:30][NH:31][C:32](=[O:38])OC(C)(C)C)=[C:26]([F:39])[CH:25]=2)[CH:20]=[CH:19][N:18]=1.[C:40]([C:44]1[O:48][N:47]=[C:46](C([O-])=O)[N:45]=1)([CH3:43])([CH3:42])[CH3:41], predict the reaction product. The product is: [C:40]([C:44]1[O:48][N:47]=[C:46]([C:32]([NH:31][CH2:30][C:27]2[CH:28]=[CH:29][C:24]([C:21]3[CH:20]=[CH:19][N:18]=[C:17]4[NH:16][C:8]([C:5]5[CH:4]=[CH:3][C:2]([N:10]6[CH2:15][CH2:14][CH2:13][CH2:12][CH2:11]6)=[CH:7][N:6]=5)=[N:23][C:22]=34)=[CH:25][C:26]=2[F:39])=[O:38])[N:45]=1)([CH3:43])([CH3:42])[CH3:41]. (5) Given the reactants [C:1]([O:5][C:6](=[O:36])[NH:7][C:8]1([C:12]2[CH:17]=[CH:16][C:15](C3C(=O)C4C(=CC=C(F)C=4)OC=3C3C=CC=CC=3)=[CH:14][CH:13]=2)[CH2:11][CH2:10][CH2:9]1)([CH3:4])([CH3:3])[CH3:2].[F:37][CH:38]([F:58])[O:39][C:40]1[N:41]=[CH:42][CH:43]=[C:44]2[C:49](=[O:50])[C:48](I)=[C:47]([C:52]3[CH:57]=[CH:56][CH:55]=[CH:54][CH:53]=3)[O:46][C:45]=12, predict the reaction product. The product is: [C:1]([O:5][C:6](=[O:36])[NH:7][C:8]1([C:12]2[CH:13]=[CH:14][C:15]([C:48]3[C:49](=[O:50])[C:44]4[C:45]([O:46][C:47]=3[C:52]3[CH:57]=[CH:56][CH:55]=[CH:54][CH:53]=3)=[C:40]([O:39][CH:38]([F:58])[F:37])[N:41]=[CH:42][CH:43]=4)=[CH:16][CH:17]=2)[CH2:9][CH2:10][CH2:11]1)([CH3:4])([CH3:2])[CH3:3]. (6) Given the reactants [Cl:1][C:2]1[N:10](CC=C)[C:9]2[C:8](=[O:14])[NH:7][C:6](=[O:15])[N:5]([CH2:16][CH2:17][CH2:18][CH2:19][CH3:20])[C:4]=2[N:3]=1.[Cl:21][C:22]1[CH:23]=[C:24]([CH2:29][C:30]2[N:31]=[N:32][N:33]([CH2:35][CH2:36][CH2:37][CH2:38][CH2:39]O)[N:34]=2)[CH:25]=[CH:26][C:27]=1[Cl:28].C1(P(C2C=CC=CC=2)C2C=CC=CC=2)C=CC=CC=1.C1C=CC(COC(/N=N/C(OCC2C=CC=CC=2)=O)=O)=CC=1.N1CCOCC1, predict the reaction product. The product is: [Cl:1][C:2]1[NH:10][C:9]2[C:8](=[O:14])[N:7]([CH2:39][CH2:38][CH2:37][CH2:36][CH2:35][N:33]3[N:32]=[N:31][C:30]([CH2:29][C:24]4[CH:25]=[CH:26][C:27]([Cl:28])=[C:22]([Cl:21])[CH:23]=4)=[N:34]3)[C:6](=[O:15])[N:5]([CH2:16][CH2:17][CH2:18][CH2:19][CH3:20])[C:4]=2[N:3]=1.